Dataset: Catalyst prediction with 721,799 reactions and 888 catalyst types from USPTO. Task: Predict which catalyst facilitates the given reaction. (1) The catalyst class is: 5. Product: [OH:4][CH2:5][C@H:6]([NH:7][C:8](=[O:17])[C@H:9]([C:11]1[CH:12]=[CH:13][CH:14]=[CH:15][CH:16]=1)[CH3:10])[C:18]1[CH:19]=[CH:20][C:21]([O:24][CH2:25][CH:26]([CH3:30])[CH2:27][CH2:28][CH3:29])=[CH:22][CH:23]=1. Reactant: C([O:4][CH2:5][C@@H:6]([C:18]1[CH:23]=[CH:22][C:21]([O:24][CH2:25][CH:26]([CH3:30])[CH2:27][CH2:28][CH3:29])=[CH:20][CH:19]=1)[NH:7][C:8](=[O:17])[C@H:9]([C:11]1[CH:16]=[CH:15][CH:14]=[CH:13][CH:12]=1)[CH3:10])(=O)C.C[O-].[Na+]. (2) Reactant: Br[C:2]1[N:3]=[C:4]([C:8]([O:10][CH3:11])=[O:9])[N:5]([CH3:7])[CH:6]=1.[F-].[Cs+].B1([C:23]2[CH:28]=[CH:27][C:26]([NH2:29])=[CH:25][CH:24]=2)OC(C)(C)C(C)(C)O1. Product: [NH2:29][C:26]1[CH:27]=[CH:28][C:23]([C:2]2[N:3]=[C:4]([C:8]([O:10][CH3:11])=[O:9])[N:5]([CH3:7])[CH:6]=2)=[CH:24][CH:25]=1. The catalyst class is: 128.